The task is: Regression/Classification. Given a drug SMILES string, predict its absorption, distribution, metabolism, or excretion properties. Task type varies by dataset: regression for continuous measurements (e.g., permeability, clearance, half-life) or binary classification for categorical outcomes (e.g., BBB penetration, CYP inhibition). Dataset: cyp2c9_veith.. This data is from CYP2C9 inhibition data for predicting drug metabolism from PubChem BioAssay. The compound is NS(=O)(=O)c1ccc(NCc2nc3ccccc3[nH]2)cc1. The result is 0 (non-inhibitor).